Dataset: NCI-60 drug combinations with 297,098 pairs across 59 cell lines. Task: Regression. Given two drug SMILES strings and cell line genomic features, predict the synergy score measuring deviation from expected non-interaction effect. (1) Drug 1: CCC1=CC2CC(C3=C(CN(C2)C1)C4=CC=CC=C4N3)(C5=C(C=C6C(=C5)C78CCN9C7C(C=CC9)(C(C(C8N6C)(C(=O)OC)O)OC(=O)C)CC)OC)C(=O)OC.C(C(C(=O)O)O)(C(=O)O)O. Drug 2: C1=NNC2=C1C(=O)NC=N2. Cell line: A498. Synergy scores: CSS=10.4, Synergy_ZIP=-8.95, Synergy_Bliss=0.244, Synergy_Loewe=-18.2, Synergy_HSA=0.288. (2) Drug 2: C(CC(=O)O)C(=O)CN.Cl. Drug 1: CC12CCC3C(C1CCC2O)C(CC4=C3C=CC(=C4)O)CCCCCCCCCS(=O)CCCC(C(F)(F)F)(F)F. Synergy scores: CSS=27.7, Synergy_ZIP=-0.419, Synergy_Bliss=1.54, Synergy_Loewe=-4.52, Synergy_HSA=-3.44. Cell line: SK-MEL-2.